This data is from Forward reaction prediction with 1.9M reactions from USPTO patents (1976-2016). The task is: Predict the product of the given reaction. (1) Given the reactants [NH2:1][C:2]1[N:15]=[C:5]2[CH:6]=[C:7]([Br:14])[CH:8]=[C:9]([C:10]([NH:12][NH2:13])=[O:11])[N:4]2[N:3]=1.[CH2:16]=[C:17]1[O:21][C:19](=O)[CH2:18]1.C1COCC1, predict the reaction product. The product is: [NH2:1][C:2]1[N:15]=[C:5]2[CH:6]=[C:7]([Br:14])[CH:8]=[C:9]([C:10]3[O:11][C:19]([CH2:18][C:17](=[O:21])[CH3:16])=[N:13][N:12]=3)[N:4]2[N:3]=1. (2) Given the reactants [N:1]1[CH:6]=[CH:5][CH:4]=[CH:3][C:2]=1[SH:7].Br[CH2:9][CH2:10][NH2:11].C(=O)([O-])[O-].[K+].[K+], predict the reaction product. The product is: [N:1]1[CH:6]=[CH:5][CH:4]=[CH:3][C:2]=1[S:7][CH2:9][CH2:10][NH2:11]. (3) Given the reactants [CH2:1]([O:3][P:4](/[CH:9]=[CH:10]/[C:11]1[CH:20]=[CH:19][C:18]2[C:13](=[C:14]([C:22]3[C:31]4[C:26](=[CH:27][CH:28]=[CH:29][CH:30]=4)[CH:25]=[CH:24][CH:23]=3)[CH:15]=[C:16]([NH2:21])[CH:17]=2)[N:12]=1)(=[O:8])[O:5][CH2:6][CH3:7])[CH3:2].N1C=CC=CC=1.[CH3:38][S:39](O[S:39]([CH3:38])(=[O:41])=[O:40])(=[O:41])=[O:40].C(Cl)Cl.CC(C)=O, predict the reaction product. The product is: [CH2:1]([O:3][P:4](/[CH:9]=[CH:10]/[C:11]1[CH:20]=[CH:19][C:18]2[C:13](=[C:14]([C:22]3[C:31]4[C:26](=[CH:27][CH:28]=[CH:29][CH:30]=4)[CH:25]=[CH:24][CH:23]=3)[CH:15]=[C:16]([N:21]([S:39]([CH3:38])(=[O:41])=[O:40])[S:39]([CH3:38])(=[O:41])=[O:40])[CH:17]=2)[N:12]=1)(=[O:8])[O:5][CH2:6][CH3:7])[CH3:2]. (4) Given the reactants [N:1]1([C:6]2[S:7][CH:8]=[C:9]([C:11]([O:13]CC)=O)[N:10]=2)[CH:5]=[CH:4][N:3]=[CH:2]1.[C:16]([O:19][C:20]([CH3:23])([CH3:22])[CH3:21])(=[O:18])[CH3:17].[Li], predict the reaction product. The product is: [C:20]([O:19][C:16](=[O:18])[CH2:17][C:11]([C:9]1[N:10]=[C:6]([N:1]2[CH:5]=[CH:4][N:3]=[CH:2]2)[S:7][CH:8]=1)=[O:13])([CH3:23])([CH3:22])[CH3:21]. (5) Given the reactants C(N(CC)CC)C.Cl.[CH2:9]([C:16]([OH:18])=O)[CH2:10][C:11]1[N:15]=[CH:14][NH:13][CH:12]=1.CN(C(ON1N=NC2C=CC=CC1=2)=[N+](C)C)C.[B-](F)(F)(F)F.FC(F)(F)C(O)=O.[NH2:48][CH:49]([CH:68]([OH:77])[C:69]1[CH:74]=[CH:73][C:72]([O:75][CH3:76])=[CH:71][CH:70]=1)[C:50]([N:52]1[CH2:55][C:54]([O:63][CH2:64][CH2:65][CH2:66][CH3:67])([C:56]2[CH:61]=[CH:60][CH:59]=[CH:58][C:57]=2[CH3:62])[CH2:53]1)=[O:51].[OH-].[Na+], predict the reaction product. The product is: [CH2:64]([O:63][C:54]1([C:56]2[CH:61]=[CH:60][CH:59]=[CH:58][C:57]=2[CH3:62])[CH2:53][N:52]([C:50]([CH:49]([NH:48][C:16](=[O:18])[CH2:9][CH2:10][C:11]2[N:15]=[CH:14][NH:13][CH:12]=2)[CH:68]([OH:77])[C:69]2[CH:74]=[CH:73][C:72]([O:75][CH3:76])=[CH:71][CH:70]=2)=[O:51])[CH2:55]1)[CH2:65][CH2:66][CH3:67]. (6) Given the reactants [F:1][C:2]([F:25])([F:24])[C:3]([C:6]1[CH:11]=[CH:10][C:9]([C:12]2[N:16]=[C:15]([C:17]3[CH:18]=[CH:19][C:20](=[O:23])[NH:21][CH:22]=3)[O:14][N:13]=2)=[CH:8][CH:7]=1)([CH3:5])[CH3:4].[H-].[Na+].CS(O[CH2:33][C:34]1[CH:39]=[CH:38][N:37]=[C:36]([Cl:40])[CH:35]=1)(=O)=O.O, predict the reaction product. The product is: [Cl:40][C:36]1[CH:35]=[C:34]([CH2:33][N:21]2[CH:22]=[C:17]([C:15]3[O:14][N:13]=[C:12]([C:9]4[CH:10]=[CH:11][C:6]([C:3]([CH3:5])([CH3:4])[C:2]([F:1])([F:24])[F:25])=[CH:7][CH:8]=4)[N:16]=3)[CH:18]=[CH:19][C:20]2=[O:23])[CH:39]=[CH:38][N:37]=1. (7) Given the reactants Cl[C:2]1[CH:7]=[C:6](Cl)[N:5]=[CH:4][N:3]=1.[CH3:9][C:10]1[CH:11]=[C:12](B(O)O)[CH:13]=[C:14]([CH3:16])[CH:15]=1.C(=O)([O-])[O-].[Na+].[Na+], predict the reaction product. The product is: [CH3:9][C:10]1[CH:11]=[C:12]([C:2]2[CH:7]=[C:6]([C:12]3[CH:13]=[C:14]([CH3:16])[CH:15]=[C:10]([CH3:9])[CH:11]=3)[N:5]=[CH:4][N:3]=2)[CH:13]=[C:14]([CH3:16])[CH:15]=1.